Dataset: Forward reaction prediction with 1.9M reactions from USPTO patents (1976-2016). Task: Predict the product of the given reaction. (1) The product is: [CH3:1][O:2][CH2:3][CH2:4][NH:5][C:6]1[CH:14]=[CH:13][C:12]([C:15]([F:18])([F:17])[F:16])=[CH:11][C:7]=1[C:8]([NH:24][C:20]([CH3:21])([C:22]#[CH:23])[CH3:19])=[O:10]. Given the reactants [CH3:1][O:2][CH2:3][CH2:4][NH:5][C:6]1[CH:14]=[CH:13][C:12]([C:15]([F:18])([F:17])[F:16])=[CH:11][C:7]=1[C:8]([OH:10])=O.[CH3:19][C:20]([NH2:24])([C:22]#[CH:23])[CH3:21].C1C=CC2N(O)N=NC=2C=1.CCN=C=NCCCN(C)C.CCN(C(C)C)C(C)C, predict the reaction product. (2) Given the reactants [C:1]([CH2:3][CH2:4][C:5]([C:8]1[CH:16]=[CH:15][C:11]([C:12]([OH:14])=O)=[CH:10][CH:9]=1)([CH3:7])[CH3:6])#[N:2].[CH2:17]1[C:25]2[N:24]3[CH:26]=[C:27]([NH2:29])[N:28]=[C:23]3[CH:22]=[CH:21][C:20]=2[O:19][CH2:18]1, predict the reaction product. The product is: [C:1]([CH2:3][CH2:4][C:5]([C:8]1[CH:9]=[CH:10][C:11]([C:12]([NH:29][C:27]2[N:28]=[C:23]3[CH:22]=[CH:21][C:20]4[O:19][CH2:18][CH2:17][C:25]=4[N:24]3[CH:26]=2)=[O:14])=[CH:15][CH:16]=1)([CH3:6])[CH3:7])#[N:2]. (3) Given the reactants [N:1]1[C:10]2[C:5](=[CH:6][CH:7]=[CH:8][CH:9]=2)[CH:4]=[C:3]([C:11]#[C:12][CH2:13][OH:14])[CH:2]=1.[C:15]([O:19][C:20](=[O:22])[O-:21])([CH3:18])([CH3:17])[CH3:16], predict the reaction product. The product is: [N:1]1[C:10]2[C:5](=[CH:6][CH:7]=[CH:8][CH:9]=2)[CH:4]=[C:3]([CH:11]=[CH:12][CH2:13][OH:14])[CH:2]=1.[C:15]([O:19][C:20](=[O:21])[O-:22])([CH3:18])([CH3:17])[CH3:16]. (4) Given the reactants [Si]([O:8][CH:9]1[C:30]2[C:25](=[CH:26][CH:27]=[C:28]([C:31]3[NH:35][C:34](=[O:36])[O:33][N:32]=3)[CH:29]=2)[O:24][C:11]2([CH2:16][CH2:15][N:14]([C:17]([O:19][C:20]([CH3:23])([CH3:22])[CH3:21])=[O:18])[CH2:13][CH2:12]2)[CH2:10]1)(C(C)(C)C)(C)C.C([O-])(O)=O.[Na+], predict the reaction product. The product is: [OH:8][CH:9]1[C:30]2[C:25](=[CH:26][CH:27]=[C:28]([C:31]3[NH:35][C:34](=[O:36])[O:33][N:32]=3)[CH:29]=2)[O:24][C:11]2([CH2:16][CH2:15][N:14]([C:17]([O:19][C:20]([CH3:23])([CH3:22])[CH3:21])=[O:18])[CH2:13][CH2:12]2)[CH2:10]1. (5) Given the reactants [Cl:1][C:2]1[CH:36]=[CH:35][C:5]([CH2:6][C:7]2[N:8]=[C:9]([C:29]3[CH:34]=[CH:33][N:32]=[CH:31][CH:30]=3)[S:10][C:11]=2[C:12]2[NH:13][CH:14]=[C:15]([CH2:17][N:18]3C(=O)C4C(=CC=CC=4)C3=O)[N:16]=2)=[CH:4][CH:3]=1.O.NN, predict the reaction product. The product is: [Cl:1][C:2]1[CH:3]=[CH:4][C:5]([CH2:6][C:7]2[N:8]=[C:9]([C:29]3[CH:34]=[CH:33][N:32]=[CH:31][CH:30]=3)[S:10][C:11]=2[C:12]2[NH:13][CH:14]=[C:15]([CH2:17][NH2:18])[N:16]=2)=[CH:35][CH:36]=1.